Dataset: NCI-60 drug combinations with 297,098 pairs across 59 cell lines. Task: Regression. Given two drug SMILES strings and cell line genomic features, predict the synergy score measuring deviation from expected non-interaction effect. (1) Drug 1: C1=CC=C(C=C1)NC(=O)CCCCCCC(=O)NO. Drug 2: C(CCl)NC(=O)N(CCCl)N=O. Cell line: OVCAR3. Synergy scores: CSS=18.8, Synergy_ZIP=-1.52, Synergy_Bliss=4.50, Synergy_Loewe=1.20, Synergy_HSA=1.47. (2) Drug 1: C1=C(C(=O)NC(=O)N1)N(CCCl)CCCl. Drug 2: CC1=C2C(C(=O)C3(C(CC4C(C3C(C(C2(C)C)(CC1OC(=O)C(C(C5=CC=CC=C5)NC(=O)C6=CC=CC=C6)O)O)OC(=O)C7=CC=CC=C7)(CO4)OC(=O)C)O)C)OC(=O)C. Cell line: NCIH23. Synergy scores: CSS=52.0, Synergy_ZIP=1.63, Synergy_Bliss=3.17, Synergy_Loewe=-1.07, Synergy_HSA=4.56.